This data is from Full USPTO retrosynthesis dataset with 1.9M reactions from patents (1976-2016). The task is: Predict the reactants needed to synthesize the given product. (1) Given the product [Cl:15][C:11]1[CH:12]=[C:13]2[C:8](=[CH:9][CH:10]=1)[N:7]([CH2:16][C:17]([N:19]1[CH2:20][CH2:21][N:22]([C:25]3[CH:30]=[CH:29][CH:28]=[CH:27][C:26]=3[C:31](=[O:43])[NH:32][C:33]3[CH:38]=[CH:37][C:36]([S:39]([CH3:42])(=[O:40])=[O:41])=[CH:35][CH:34]=3)[CH2:23][CH2:24]1)=[O:18])[C:6]([C:4]([OH:5])=[O:3])=[CH:14]2, predict the reactants needed to synthesize it. The reactants are: C([O:3][C:4]([C:6]1[N:7]([CH2:16][C:17]([N:19]2[CH2:24][CH2:23][N:22]([C:25]3[CH:30]=[CH:29][CH:28]=[CH:27][C:26]=3[C:31](=[O:43])[NH:32][C:33]3[CH:38]=[CH:37][C:36]([S:39]([CH3:42])(=[O:41])=[O:40])=[CH:35][CH:34]=3)[CH2:21][CH2:20]2)=[O:18])[C:8]2[C:13]([CH:14]=1)=[CH:12][C:11]([Cl:15])=[CH:10][CH:9]=2)=[O:5])C. (2) Given the product [CH:4]12[N:7]([C:8]([C:10]3[N:11]=[C:12]([C:33]([N:40]4[CH2:41][C:42](=[O:43])[NH:37][C:38](=[O:44])[CH2:39]4)=[O:35])[S:13][C:14]=3[C:15]3[CH:20]=[CH:19][C:18]([C:21]([OH:30])([C:22]([F:25])([F:23])[F:24])[C:26]([F:29])([F:27])[F:28])=[C:17]([Cl:31])[C:16]=3[Cl:32])=[O:9])[CH:1]([CH2:2][CH2:3]1)[CH2:6][CH2:5]2, predict the reactants needed to synthesize it. The reactants are: [CH:1]12[N:7]([C:8]([C:10]3[N:11]=[C:12]([C:33]([O-:35])=O)[S:13][C:14]=3[C:15]3[CH:20]=[CH:19][C:18]([C:21]([OH:30])([C:26]([F:29])([F:28])[F:27])[C:22]([F:25])([F:24])[F:23])=[C:17]([Cl:31])[C:16]=3[Cl:32])=[O:9])[CH:4]([CH2:5][CH2:6]1)[CH2:3][CH2:2]2.[Li+].[NH:37]1[C:42](=[O:43])[CH2:41][NH:40][CH2:39][C:38]1=[O:44].